Dataset: Forward reaction prediction with 1.9M reactions from USPTO patents (1976-2016). Task: Predict the product of the given reaction. (1) Given the reactants [Cl:1][C:2]1[CH:7]=[CH:6][C:5]([C:8]2[N:9]=[CH:10][C:11]([OH:14])=[N:12][CH:13]=2)=[CH:4][CH:3]=1.[CH2:15]([O:17][C:18]([C:20]1([CH2:35]I)[CH2:24][CH2:23][N:22]([C:25](=[O:34])[C:26]2[CH:31]=[CH:30][CH:29]=[CH:28][C:27]=2[O:32][CH3:33])[CH2:21]1)=[O:19])[CH3:16], predict the reaction product. The product is: [CH2:15]([O:17][C:18]([C:20]1([CH2:35][O:14][C:11]2[CH:10]=[N:9][C:8]([C:5]3[CH:4]=[CH:3][C:2]([Cl:1])=[CH:7][CH:6]=3)=[CH:13][N:12]=2)[CH2:24][CH2:23][N:22]([C:25](=[O:34])[C:26]2[CH:31]=[CH:30][CH:29]=[CH:28][C:27]=2[O:32][CH3:33])[CH2:21]1)=[O:19])[CH3:16]. (2) Given the reactants [C:1]1([CH:7]2[C:12](=[O:13])[NH:11][N:10]=[C:9]3[C:14]4[CH:21]=[CH:20][CH:19]=[CH:18][C:15]=4[O:16][CH2:17][CH:8]23)[CH:6]=[CH:5][CH:4]=[CH:3][CH:2]=1.[C:22]([C:24]1[CH:29]=[CH:28][CH:27]=[CH:26][C:25]=1B1OC(C([O-])=O)C=CO1)#[N:23].C(N(CC)CC)C, predict the reaction product. The product is: [C:22]([C:24]1[CH:29]=[CH:28][CH:27]=[CH:26][C:25]=1[N:11]1[C:12](=[O:13])[CH:7]([C:1]2[CH:2]=[CH:3][CH:4]=[CH:5][CH:6]=2)[CH:8]2[CH2:17][O:16][C:15]3[CH:18]=[CH:19][CH:20]=[CH:21][C:14]=3[C:9]2=[N:10]1)#[N:23]. (3) Given the reactants [O:1]1[C:5]2[CH:6]=[CH:7][C:8]([C:10]3[S:11][CH:12]=[C:13]([C:15]([OH:17])=O)[N:14]=3)=[CH:9][C:4]=2[CH2:3][CH2:2]1.[NH:18]1[C:22]([NH2:23])=[N:21][CH:20]=[N:19]1.F[P-](F)(F)(F)(F)F.[N:31]1(OC(N(C)C)=[N+](C)C)[C:35]2C=[CH:37][CH:38]=[CH:39][C:34]=2N=N1, predict the reaction product. The product is: [O:1]1[C:5]2[CH:6]=[CH:7][C:8]([C:10]3[S:11][CH:12]=[C:13]([C:15]([NH:23][C:22]4[NH:18][N:19]=[C:20]([C:34]5[CH:35]=[N:31][CH:37]=[CH:38][CH:39]=5)[N:21]=4)=[O:17])[N:14]=3)=[CH:9][C:4]=2[CH2:3][CH2:2]1.